This data is from hERG Central: cardiac toxicity at 1µM, 10µM, and general inhibition. The task is: Predict hERG channel inhibition at various concentrations. (1) The molecule is Cc1nn(Cc2ccc(Cl)cc2)c2sc(C(=O)OCC(N)=O)cc12. Results: hERG_inhib (hERG inhibition (general)): blocker. (2) The drug is COc1ccc(CSc2nc3ccccc3c(=O)n2CCCN2CCOCC2)cc1F. Results: hERG_inhib (hERG inhibition (general)): blocker. (3) The drug is CC(OC(=O)c1nsc(Cl)c1Cl)C(=O)NCCc1ccccc1. Results: hERG_inhib (hERG inhibition (general)): blocker. (4) The drug is CCN(CC)c1ccc2cc(C(N)=O)c(=N)oc2c1. Results: hERG_inhib (hERG inhibition (general)): blocker.